From a dataset of Full USPTO retrosynthesis dataset with 1.9M reactions from patents (1976-2016). Predict the reactants needed to synthesize the given product. (1) Given the product [NH2:21][C:16]1[N:17]=[C:18]([O:19][CH3:20])[C:13]([NH:12][S:9]([C:3]2[CH:4]=[CH:5][CH:6]=[C:7]([Cl:8])[C:2]=2[Cl:1])(=[O:11])=[O:10])=[N:14][CH:15]=1, predict the reactants needed to synthesize it. The reactants are: [Cl:1][C:2]1[C:7]([Cl:8])=[CH:6][CH:5]=[CH:4][C:3]=1[S:9]([NH:12][C:13]1[C:18]([O:19][CH3:20])=[N:17][C:16]([N+:21]([O-])=O)=[CH:15][N:14]=1)(=[O:11])=[O:10].[H][H]. (2) Given the product [CH3:8][S:9]([O:35][CH2:34][CH2:33][C:29]1[N:28]([CH2:27][CH2:26][CH2:25][CH2:24][C:21]2[CH:20]=[CH:19][C:18]([O:17][C:13]([CH3:15])([CH3:14])[CH3:16])=[CH:23][CH:22]=2)[CH:32]=[CH:31][N:30]=1)(=[O:11])=[O:10], predict the reactants needed to synthesize it. The reactants are: C(N(CC)CC)C.[CH3:8][S:9](Cl)(=[O:11])=[O:10].[C:13]([O:17][C:18]1[CH:23]=[CH:22][C:21]([CH2:24][CH2:25][CH2:26][CH2:27][N:28]2[CH:32]=[CH:31][N:30]=[C:29]2[CH2:33][CH2:34][OH:35])=[CH:20][CH:19]=1)([CH3:16])([CH3:15])[CH3:14].O. (3) Given the product [F:1][C:2]1[CH:33]=[C:32]([NH:34][C:35]([NH:37][C:38](=[O:48])[CH2:39][C:40]2[CH:45]=[CH:44][CH:43]=[CH:42][C:41]=2[O:46][CH3:47])=[S:36])[CH:31]=[CH:30][C:3]=1[O:4][C:5]1[CH:10]=[CH:9][N:8]=[C:7]2[CH:11]=[C:12]([C:14]3[CH:15]=[N:16][N:17]([CH2:19][CH2:20][NH:21][CH3:22])[CH:18]=3)[S:13][C:6]=12, predict the reactants needed to synthesize it. The reactants are: [F:1][C:2]1[CH:33]=[C:32]([NH:34][C:35]([NH:37][C:38](=[O:48])[CH2:39][C:40]2[CH:45]=[CH:44][CH:43]=[CH:42][C:41]=2[O:46][CH3:47])=[S:36])[CH:31]=[CH:30][C:3]=1[O:4][C:5]1[CH:10]=[CH:9][N:8]=[C:7]2[CH:11]=[C:12]([C:14]3[CH:15]=[N:16][N:17]([CH2:19][CH2:20][N:21](C)[C:22](=O)OC(C)(C)C)[CH:18]=3)[S:13][C:6]=12.Cl.Cl.FC1C=C(NC(NC(=O)CC2C=CC=CC=2)=S)C=CC=1OC1C=CN=C2C=C(C3C=CC(N4CCNCC4)=CC=3)SC=12. (4) The reactants are: [Cl-].O[NH3+:3].[C:4](=[O:7])([O-])[OH:5].[Na+].CS(C)=O.[CH:13]1([O:17][C:18]2[CH:23]=[CH:22][C:21]([N:24]3[C:29](=[O:30])[C:28]([CH2:31][C:32]4[CH:37]=[CH:36][C:35]([C:38]5[C:39]([C:44]#[N:45])=[CH:40][CH:41]=[CH:42][CH:43]=5)=[CH:34][CH:33]=4)=[C:27]([CH2:46][CH2:47][CH3:48])[N:26]=[C:25]3[CH3:49])=[CH:20][C:19]=2[F:50])[CH2:16][CH2:15][CH2:14]1. Given the product [CH:13]1([O:17][C:18]2[CH:23]=[CH:22][C:21]([N:24]3[C:29](=[O:30])[C:28]([CH2:31][C:32]4[CH:37]=[CH:36][C:35]([C:38]5[CH:43]=[CH:42][CH:41]=[CH:40][C:39]=5[C:44]5[NH:3][C:4](=[O:7])[O:5][N:45]=5)=[CH:34][CH:33]=4)=[C:27]([CH2:46][CH2:47][CH3:48])[N:26]=[C:25]3[CH3:49])=[CH:20][C:19]=2[F:50])[CH2:14][CH2:15][CH2:16]1, predict the reactants needed to synthesize it. (5) Given the product [CH:21]([S:1][C:2]1[CH:7]=[C:6]([C:8]2[C:9]([Cl:19])=[CH:10][C:11]([C:15]([F:18])([F:16])[F:17])=[CH:12][C:13]=2[Cl:14])[CH:5]=[CH:4][C:3]=1[CH3:20])([CH3:26])[CH3:22], predict the reactants needed to synthesize it. The reactants are: [S:1]([C:21]1[CH:26]=C(C2C(Cl)=CC(C(F)(F)F)=CC=2Cl)C=C[C:22]=1C)[C:2]1[CH:7]=[C:6]([C:8]2[C:13]([Cl:14])=[CH:12][C:11]([C:15]([F:18])([F:17])[F:16])=[CH:10][C:9]=2[Cl:19])[CH:5]=[CH:4][C:3]=1[CH3:20].C(S([O-])=O)O.[Na+].C(I)(C)C.O. (6) Given the product [Br:7][C:8]1[CH:13]=[CH:12][C:11]([O:14][CH2:16][C:17]([C:19]2[CH:24]=[CH:23][C:22]([O:25][CH3:26])=[CH:21][CH:20]=2)=[O:18])=[CH:10][CH:9]=1, predict the reactants needed to synthesize it. The reactants are: C(=O)([O-])[O-].[K+].[K+].[Br:7][C:8]1[CH:13]=[CH:12][C:11]([OH:14])=[CH:10][CH:9]=1.Br[CH2:16][C:17]([C:19]1[CH:24]=[CH:23][C:22]([O:25][CH3:26])=[CH:21][CH:20]=1)=[O:18]. (7) Given the product [ClH:13].[Cl:13][C:14]1[C:19]([Cl:20])=[CH:18][CH:17]=[CH:16][C:15]=1[O:9][CH:7]1[CH2:8][N:3]([CH2:1][CH3:2])[CH2:4][C:5]2[S:12][CH:11]=[CH:10][C:6]1=2, predict the reactants needed to synthesize it. The reactants are: [CH2:1]([N:3]1[CH2:8][CH:7]([OH:9])[C:6]2[CH:10]=[CH:11][S:12][C:5]=2[CH2:4]1)[CH3:2].[Cl:13][C:14]1[C:19]([Cl:20])=[CH:18][CH:17]=[CH:16][C:15]=1F. (8) The reactants are: [F:1][C:2]1[CH:15]=[CH:14][CH:13]=[CH:12][C:3]=1[CH2:4][C:5]1[S:9][C:8]([CH:10]=[O:11])=[CH:7][CH:6]=1.[BH4-].[Na+].O. Given the product [F:1][C:2]1[CH:15]=[CH:14][CH:13]=[CH:12][C:3]=1[CH2:4][C:5]1[S:9][C:8]([CH2:10][OH:11])=[CH:7][CH:6]=1, predict the reactants needed to synthesize it. (9) Given the product [ClH:1].[CH:27]1([CH2:30][NH:2][C@@H:3]2[CH2:5][C@H:4]2[C:6]2[CH:7]=[C:8]([C:11]([NH:13][CH:14]3[CH2:15][CH2:16][C:17]([F:21])([F:20])[CH2:18][CH2:19]3)=[O:12])[S:9][CH:10]=2)[CH2:29][CH2:28]1, predict the reactants needed to synthesize it. The reactants are: [ClH:1].[NH2:2][C@@H:3]1[CH2:5][C@H:4]1[C:6]1[CH:7]=[C:8]([C:11]([NH:13][CH:14]2[CH2:19][CH2:18][C:17]([F:21])([F:20])[CH2:16][CH2:15]2)=[O:12])[S:9][CH:10]=1.C(=O)([O-])O.[Na+].[CH:27]1([CH:30]=O)[CH2:29][CH2:28]1.[BH4-].[Na+].